From a dataset of Forward reaction prediction with 1.9M reactions from USPTO patents (1976-2016). Predict the product of the given reaction. (1) Given the reactants [CH3:1][C:2]1[S:3][CH:4]=[C:5]([C:7]([NH:9][C:10]2[C:11]3[C:15]([CH:16]=[C:17](B4OC(C)(C)CC(C)(C)O4)[CH:18]=2)=[N:14][N:13](C2CCCCO2)[CH:12]=3)=[O:8])[N:6]=1.[C:35]([N:38]1[C:46]2[C:41](=[C:42](Br)[CH:43]=[CH:44][CH:45]=2)[CH2:40][CH2:39]1)(=[O:37])[CH3:36].P([O-])([O-])([O-])=O.[K+].[K+].[K+].C(O)(C(F)(F)F)=O, predict the reaction product. The product is: [C:35]([N:38]1[C:46]2[C:41](=[C:42]([C:17]3[CH:16]=[C:15]4[C:11]([CH:12]=[N:13][NH:14]4)=[C:10]([NH:9][C:7]([C:5]4[N:6]=[C:2]([CH3:1])[S:3][CH:4]=4)=[O:8])[CH:18]=3)[CH:43]=[CH:44][CH:45]=2)[CH2:40][CH2:39]1)(=[O:37])[CH3:36]. (2) Given the reactants [I:1]Cl.[F:3][C:4]1[CH:9]=[CH:8][C:7]([C:10]2[CH:18]=[C:13]3[CH2:14][CH2:15][CH2:16][CH2:17][N:12]3[N:11]=2)=[CH:6][CH:5]=1.O, predict the reaction product. The product is: [F:3][C:4]1[CH:5]=[CH:6][C:7]([C:10]2[C:18]([I:1])=[C:13]3[CH2:14][CH2:15][CH2:16][CH2:17][N:12]3[N:11]=2)=[CH:8][CH:9]=1. (3) Given the reactants Cl[C:2]1[N:3]=[C:4]([NH:17][CH2:18][CH2:19][CH3:20])[C:5]2[N:11]=[C:10](Cl)[N:9]=[C:8]([NH:13][CH2:14][CH2:15][CH3:16])[C:6]=2[N:7]=1.[CH:21]([NH2:24])([CH3:23])[CH3:22].CNC1N=C(NCCC)[C:30]2N=C(NC)N=[C:33](NCCC)[C:31]=2[N:32]=1, predict the reaction product. The product is: [CH:21]([NH:24][C:2]1[N:3]=[C:4]([NH:17][CH2:18][CH2:19][CH3:20])[C:5]2[N:11]=[C:10]([NH:32][CH:31]([CH3:33])[CH3:30])[N:9]=[C:8]([NH:13][CH2:14][CH2:15][CH3:16])[C:6]=2[N:7]=1)([CH3:23])[CH3:22].